Predict the reaction yield, written as a fraction of the theoretical maximum amount of product (1.0 means a 100% yield; for example, 0.34 means a 34% yield). From a dataset of Reaction yield outcomes from USPTO patents with 853,638 reactions. (1) The product is [CH:1]([C:23]1[CH:24]=[C:19]([Br:18])[CH:20]=[C:21]([CH:11]=[O:12])[C:22]=1[OH:25])=[O:31]. No catalyst specified. The reactants are [CH2:1]1N2CN3CN(C2)CN1C3.[C:11](O)(C(F)(F)F)=[O:12].[Br:18][C:19]1[CH:24]=[CH:23][C:22]([OH:25])=[CH:21][CH:20]=1.OS(O)(=O)=O.[OH2:31]. The yield is 0.600. (2) The reactants are [CH3:1][OH:2].C(Cl)(=O)[C:4](Cl)=[O:5].O[C:10]1[C:19]2[C:14](=[CH:15][C:16]([C:20]3[CH:21]=[C:22]([CH:26]=[CH:27][C:28]=3[CH3:29])C(O)=O)=[CH:17][CH:18]=2)[CH:13]=[N:12][N:11]=1.O=P(Cl)(Cl)[Cl:32]. The catalyst is CC#N.C(Cl)Cl. The product is [Cl:32][C:10]1[C:19]2[C:14](=[CH:15][C:16]([C:20]3[CH:21]=[C:22]([CH:26]=[CH:27][C:28]=3[CH3:29])[C:1]([O:5][CH3:4])=[O:2])=[CH:17][CH:18]=2)[CH:13]=[N:12][N:11]=1. The yield is 0.870. (3) The reactants are [Br:1][C:2]1[CH:3]=[C:4]2[C:9](=[CH:10][CH:11]=1)[C:8](=[O:12])[N:7]([CH2:13][C:14]1[CH:21]=[CH:20][C:17]([C:18]#[N:19])=[CH:16][CH:15]=1)[C:6]([C:22](=[O:25])[CH2:23][CH3:24])=[C:5]2[C:26]1[CH:31]=[CH:30][CH:29]=[CH:28][CH:27]=1.C[Sn]([N:36]=[N+:37]=[N-:38])(C)C.O.CO. The yield is 0.580. The product is [Br:1][C:2]1[CH:3]=[C:4]2[C:9](=[CH:10][CH:11]=1)[C:8](=[O:12])[N:7]([CH2:13][C:14]1[CH:21]=[CH:20][C:17]([C:18]3[NH:38][N:37]=[N:36][N:19]=3)=[CH:16][CH:15]=1)[C:6]([C:22](=[O:25])[CH2:23][CH3:24])=[C:5]2[C:26]1[CH:27]=[CH:28][CH:29]=[CH:30][CH:31]=1. The catalyst is C1(C)C=CC=CC=1.